This data is from Forward reaction prediction with 1.9M reactions from USPTO patents (1976-2016). The task is: Predict the product of the given reaction. (1) Given the reactants [Cl:1][C:2]1[CH:3]=[C:4](/[C:12](=[N:16]\[O:17][CH:18]2[CH2:22][CH2:21][CH2:20][CH2:19]2)/[C:13]([OH:15])=O)[CH:5]=[CH:6][C:7]=1[S:8]([CH3:11])(=[O:10])=[O:9].[NH2:23][C:24]1[CH:28]=[CH:27][N:26]([CH2:29][C:30]2[CH:31]=[C:32]([NH:36][C:37](=[O:39])[CH3:38])[CH:33]=[CH:34][CH:35]=2)[N:25]=1.C(N(CC)C(C)C)(C)C, predict the reaction product. The product is: [C:37]([NH:36][C:32]1[CH:31]=[C:30]([CH:35]=[CH:34][CH:33]=1)[CH2:29][N:26]1[CH:27]=[CH:28][C:24]([NH:23][C:13](=[O:15])/[C:12](/[C:4]2[CH:5]=[CH:6][C:7]([S:8]([CH3:11])(=[O:9])=[O:10])=[C:2]([Cl:1])[CH:3]=2)=[N:16]/[O:17][CH:18]2[CH2:22][CH2:21][CH2:20][CH2:19]2)=[N:25]1)(=[O:39])[CH3:38]. (2) Given the reactants [CH2:1]([CH:4]1[CH2:8][NH:7][C:6](=[O:9])[CH2:5]1)[CH2:2][CH3:3].Cl[CH2:11][C:12]1[CH:17]=[C:16]([C:18]([F:21])([F:20])[F:19])[N:15]=[C:14]2[N:22]([CH2:25][C:26]3[CH:31]=[CH:30][C:29]([O:32][CH3:33])=[CH:28][CH:27]=3)[CH:23]=[N:24][C:13]=12, predict the reaction product. The product is: [CH3:33][O:32][C:29]1[CH:28]=[CH:27][C:26]([CH2:25][N:22]2[C:14]3=[N:15][C:16]([C:18]([F:21])([F:19])[F:20])=[CH:17][C:12]([CH2:11][N:7]4[CH2:8][CH:4]([CH2:1][CH2:2][CH3:3])[CH2:5][C:6]4=[O:9])=[C:13]3[N:24]=[CH:23]2)=[CH:31][CH:30]=1. (3) Given the reactants [CH3:1][O:2][C:3]1[CH:4]=[C:5]([C:11]2[C:12]([CH3:34])([CH3:33])[C:13](=[O:32])[N:14]([CH:16]3[CH2:21][CH2:20][N:19]([C:22]([C:24]4[CH:29]=[C:28]([OH:30])[CH:27]=[CH:26][C:25]=4[CH3:31])=[O:23])[CH2:18][CH2:17]3)[N:15]=2)[CH:6]=[CH:7][C:8]=1[O:9][CH3:10].Br[CH2:36][CH:37]1[CH2:39][CH2:38]1.[OH-].[Na+], predict the reaction product. The product is: [CH:37]1([CH2:36][O:30][C:28]2[CH:27]=[CH:26][C:25]([CH3:31])=[C:24]([C:22]([N:19]3[CH2:20][CH2:21][CH:16]([N:14]4[C:13](=[O:32])[C:12]([CH3:34])([CH3:33])[C:11]([C:5]5[CH:6]=[CH:7][C:8]([O:9][CH3:10])=[C:3]([O:2][CH3:1])[CH:4]=5)=[N:15]4)[CH2:17][CH2:18]3)=[O:23])[CH:29]=2)[CH2:39][CH2:38]1. (4) Given the reactants [Cl:1][C:2]1[CH:7]=[CH:6][C:5]([C:8](=O)[CH2:9][C:10](=O)[CH3:11])=[CH:4][CH:3]=1.[CH3:14][NH:15][NH2:16], predict the reaction product. The product is: [Cl:1][C:2]1[CH:7]=[CH:6][C:5]([C:8]2[N:15]([CH3:14])[N:16]=[C:10]([CH3:11])[CH:9]=2)=[CH:4][CH:3]=1. (5) Given the reactants [C:1]([C:3]1[CH:8]=[CH:7][C:6]([NH:9][S:10](Cl)(=[O:12])=[O:11])=[C:5]([O:14][CH3:15])[CH:4]=1)#[N:2].[Br:16][C:17]1[CH:23]=[CH:22][CH:21]=[CH:20][C:18]=1[NH2:19], predict the reaction product. The product is: [C:1]([C:3]1[CH:8]=[CH:7][C:6]([NH:9][S:10]([NH:19][C:18]2[CH:20]=[CH:21][CH:22]=[CH:23][C:17]=2[Br:16])(=[O:12])=[O:11])=[C:5]([O:14][CH3:15])[CH:4]=1)#[N:2].